From a dataset of Catalyst prediction with 721,799 reactions and 888 catalyst types from USPTO. Predict which catalyst facilitates the given reaction. Reactant: [Br:1][C:2]1[CH:7]=[CH:6][C:5]([CH2:8][C:9]([OH:11])=O)=[CH:4][CH:3]=1.C(Cl)CCl.[C:16]1([NH2:22])[CH:21]=[CH:20][CH:19]=[CH:18][CH:17]=1. Product: [Br:1][C:2]1[CH:3]=[CH:4][C:5]([CH2:8][C:9]([NH:22][C:16]2[CH:21]=[CH:20][CH:19]=[CH:18][CH:17]=2)=[O:11])=[CH:6][CH:7]=1. The catalyst class is: 241.